Dataset: Catalyst prediction with 721,799 reactions and 888 catalyst types from USPTO. Task: Predict which catalyst facilitates the given reaction. Reactant: [C:1]([NH:8][C:9]1[CH:10]=[N:11][CH:12]=[CH:13][C:14]=1[C:15]1[CH:20]=[CH:19][CH:18]=[CH:17][C:16]=1[CH3:21])(OC(C)(C)C)=O.[H-].[H-].[H-].[H-].[Li+].[Al+3].[O-]S([O-])(=O)=O.[Na+].[Na+].O. Product: [CH3:1][NH:8][C:9]1[CH:10]=[N:11][CH:12]=[CH:13][C:14]=1[C:15]1[CH:20]=[CH:19][CH:18]=[CH:17][C:16]=1[CH3:21]. The catalyst class is: 1.